From a dataset of Reaction yield outcomes from USPTO patents with 853,638 reactions. Predict the reaction yield, written as a fraction of the theoretical maximum amount of product (1.0 means a 100% yield; for example, 0.34 means a 34% yield). (1) The reactants are Br[C:2]1[CH:3]=[CH:4][C:5]([N+:8]([O-:10])=[O:9])=[N:6][CH:7]=1.[CH3:11][C:12]1([CH3:25])[NH:17][CH2:16][CH2:15][N:14]([C:18]([O:20][C:21]([CH3:24])([CH3:23])[CH3:22])=[O:19])[CH2:13]1.C(=O)([O-])[O-].[Cs+].[Cs+].C1C=CC(P(C2C=CC3C(=CC=CC=3)C=2C2C3C(=CC=CC=3)C=CC=2P(C2C=CC=CC=2)C2C=CC=CC=2)C2C=CC=CC=2)=CC=1. The catalyst is C1C=CC(/C=C/C(/C=C/C2C=CC=CC=2)=O)=CC=1.C1C=CC(/C=C/C(/C=C/C2C=CC=CC=2)=O)=CC=1.C1C=CC(/C=C/C(/C=C/C2C=CC=CC=2)=O)=CC=1.[Pd].[Pd].O1CCOCC1. The product is [CH3:11][C:12]1([CH3:25])[N:17]([C:2]2[CH:7]=[N:6][C:5]([N+:8]([O-:10])=[O:9])=[CH:4][CH:3]=2)[CH2:16][CH2:15][N:14]([C:18]([O:20][C:21]([CH3:24])([CH3:23])[CH3:22])=[O:19])[CH2:13]1. The yield is 0.270. (2) The reactants are [NH2:1][C:2]1[CH:7]=[CH:6][C:5]([NH2:8])=[CH:4][CH:3]=1.[CH2:9]([N:11]=[C:12]=[O:13])[CH3:10].C(=O)([O-])[O-].[K+].[K+]. The catalyst is C1COCC1. The product is [CH2:9]([NH:11][C:12]([NH:1][C:2]1[CH:7]=[CH:6][C:5]([NH2:8])=[CH:4][CH:3]=1)=[O:13])[CH3:10]. The yield is 0.620. (3) The catalyst is O1CCOCC1. The yield is 0.600. The reactants are [C:1]12[CH2:13][CH2:12][CH2:11][CH2:10][C:9]=1[S:8][C:7]1[C:6](=[O:14])[NH:5][N:4]=[CH:3][C:2]2=1.[Br:15][C:16]1[CH:23]=[CH:22][CH:21]=[C:20](Br)[C:17]=1[CH:18]=[O:19].N(CC(O)=O)C.C([O-])([O-])=O.[K+].[K+]. The product is [Br:15][C:16]1[CH:23]=[CH:22][CH:21]=[C:20]([N:5]2[C:6](=[O:14])[C:7]3[S:8][C:9]4[CH2:10][CH2:11][CH2:12][CH2:13][C:1]=4[C:2]=3[CH:3]=[N:4]2)[C:17]=1[CH:18]=[O:19]. (4) The reactants are [Li]CCCC.[F:6][C:7]([F:20])([F:19])[C:8]1[CH:13]=[CH:12][C:11]([C:14]2[S:15][CH:16]=[CH:17][N:18]=2)=[CH:10][CH:9]=1.[N:21]1[CH:26]=[CH:25][C:24]([C:27](=[O:29])[CH3:28])=[CH:23][CH:22]=1. The catalyst is C1COCC1. The product is [N:21]1[CH:26]=[CH:25][C:24]([C:27]([C:16]2[S:15][C:14]([C:11]3[CH:10]=[CH:9][C:8]([C:7]([F:6])([F:19])[F:20])=[CH:13][CH:12]=3)=[N:18][CH:17]=2)([OH:29])[CH3:28])=[CH:23][CH:22]=1. The yield is 0.800.